From a dataset of Catalyst prediction with 721,799 reactions and 888 catalyst types from USPTO. Predict which catalyst facilitates the given reaction. (1) Reactant: [CH2:1]([N:8]1[CH2:24][CH2:23][C:12]2=[C:13]([CH2:20][CH2:21]O)[C:14]3[CH:15]=[CH:16][CH:17]=[CH:18][C:19]=3[N:11]2[CH2:10][CH2:9]1)[C:2]1[CH:7]=[CH:6][CH:5]=[CH:4][CH:3]=1.CS(Cl)(=O)=O.C(N(CC)CC)C.[CH2:37]([NH2:44])[C:38]1[CH:43]=[CH:42][CH:41]=[CH:40][CH:39]=1.C(=O)([O-])[O-].[K+].[K+]. Product: [CH2:37]([NH:44][CH2:21][CH2:20][C:13]1[C:14]2[CH:15]=[CH:16][CH:17]=[CH:18][C:19]=2[N:11]2[CH2:10][CH2:9][N:8]([CH2:1][C:2]3[CH:7]=[CH:6][CH:5]=[CH:4][CH:3]=3)[CH2:24][CH2:23][C:12]=12)[C:38]1[CH:43]=[CH:42][CH:41]=[CH:40][CH:39]=1. The catalyst class is: 545. (2) Reactant: CS(Cl)(=O)=O.O[CH2:7][C:8]([NH:11][S:12]([C:15]1[CH:20]=[CH:19][C:18]([N+:21]([O-:23])=[O:22])=[CH:17][CH:16]=1)(=[O:14])=[O:13])([CH3:10])[CH3:9].C(N(CC)CC)C. Product: [CH3:7][C:8]1([CH3:10])[CH2:9][N:11]1[S:12]([C:15]1[CH:20]=[CH:19][C:18]([N+:21]([O-:23])=[O:22])=[CH:17][CH:16]=1)(=[O:14])=[O:13]. The catalyst class is: 4.